From a dataset of NCI-60 drug combinations with 297,098 pairs across 59 cell lines. Regression. Given two drug SMILES strings and cell line genomic features, predict the synergy score measuring deviation from expected non-interaction effect. (1) Drug 1: C1CC(C1)(C(=O)O)C(=O)O.[NH2-].[NH2-].[Pt+2]. Drug 2: C1CCC(C(C1)N)N.C(=O)(C(=O)[O-])[O-].[Pt+4]. Cell line: HT29. Synergy scores: CSS=54.4, Synergy_ZIP=-2.30, Synergy_Bliss=-2.84, Synergy_Loewe=-32.4, Synergy_HSA=-0.0244. (2) Drug 1: C1C(C(OC1N2C=NC3=C(N=C(N=C32)Cl)N)CO)O. Drug 2: CC1=C(C(=O)C2=C(C1=O)N3CC4C(C3(C2COC(=O)N)OC)N4)N. Cell line: LOX IMVI. Synergy scores: CSS=54.7, Synergy_ZIP=-0.492, Synergy_Bliss=-1.24, Synergy_Loewe=1.57, Synergy_HSA=3.93. (3) Drug 1: C1=C(C(=O)NC(=O)N1)F. Drug 2: CC1=CC=C(C=C1)C2=CC(=NN2C3=CC=C(C=C3)S(=O)(=O)N)C(F)(F)F. Cell line: SK-OV-3. Synergy scores: CSS=22.4, Synergy_ZIP=1.43, Synergy_Bliss=2.81, Synergy_Loewe=0.500, Synergy_HSA=3.69. (4) Drug 1: CCC1(CC2CC(C3=C(CCN(C2)C1)C4=CC=CC=C4N3)(C5=C(C=C6C(=C5)C78CCN9C7C(C=CC9)(C(C(C8N6C=O)(C(=O)OC)O)OC(=O)C)CC)OC)C(=O)OC)O.OS(=O)(=O)O. Drug 2: CC1C(C(CC(O1)OC2CC(CC3=C2C(=C4C(=C3O)C(=O)C5=CC=CC=C5C4=O)O)(C(=O)C)O)N)O. Cell line: HS 578T. Synergy scores: CSS=58.8, Synergy_ZIP=5.47, Synergy_Bliss=10.4, Synergy_Loewe=11.0, Synergy_HSA=12.1. (5) Drug 1: CC1=C2C(C(=O)C3(C(CC4C(C3C(C(C2(C)C)(CC1OC(=O)C(C(C5=CC=CC=C5)NC(=O)C6=CC=CC=C6)O)O)OC(=O)C7=CC=CC=C7)(CO4)OC(=O)C)O)C)OC(=O)C. Drug 2: CC1=C2C(C(=O)C3(C(CC4C(C3C(C(C2(C)C)(CC1OC(=O)C(C(C5=CC=CC=C5)NC(=O)OC(C)(C)C)O)O)OC(=O)C6=CC=CC=C6)(CO4)OC(=O)C)O)C)O. Cell line: OVCAR-8. Synergy scores: CSS=27.9, Synergy_ZIP=-0.577, Synergy_Bliss=-2.01, Synergy_Loewe=0.192, Synergy_HSA=-0.0495. (6) Drug 1: CC1=C(C(=CC=C1)Cl)NC(=O)C2=CN=C(S2)NC3=CC(=NC(=N3)C)N4CCN(CC4)CCO. Drug 2: COC1=C2C(=CC3=C1OC=C3)C=CC(=O)O2. Cell line: MDA-MB-231. Synergy scores: CSS=20.9, Synergy_ZIP=2.52, Synergy_Bliss=3.46, Synergy_Loewe=-17.3, Synergy_HSA=1.74. (7) Drug 1: C1=CN(C(=O)N=C1N)C2C(C(C(O2)CO)O)O.Cl. Drug 2: CC1=C(N=C(N=C1N)C(CC(=O)N)NCC(C(=O)N)N)C(=O)NC(C(C2=CN=CN2)OC3C(C(C(C(O3)CO)O)O)OC4C(C(C(C(O4)CO)O)OC(=O)N)O)C(=O)NC(C)C(C(C)C(=O)NC(C(C)O)C(=O)NCCC5=NC(=CS5)C6=NC(=CS6)C(=O)NCCC[S+](C)C)O. Cell line: KM12. Synergy scores: CSS=43.6, Synergy_ZIP=-4.57, Synergy_Bliss=-3.25, Synergy_Loewe=1.79, Synergy_HSA=3.54.